Dataset: Reaction yield outcomes from USPTO patents with 853,638 reactions. Task: Predict the reaction yield, written as a fraction of the theoretical maximum amount of product (1.0 means a 100% yield; for example, 0.34 means a 34% yield). (1) The reactants are CCN(C(C)C)C(C)C.Cl[C:11]1[CH:12]=[CH:13][C:14]2[N:15]([C:17]([C:20]([F:23])([F:22])[F:21])=[N:18][N:19]=2)[N:16]=1.[N:24]1([C:30]2[CH:40]=[CH:39][C:33]([C:34]([O:36][CH2:37][CH3:38])=[O:35])=[CH:32][CH:31]=2)[CH2:29][CH2:28][NH:27][CH2:26][CH2:25]1. The catalyst is CN(C=O)C. The product is [F:21][C:20]([F:23])([F:22])[C:17]1[N:15]2[N:16]=[C:11]([N:27]3[CH2:26][CH2:25][N:24]([C:30]4[CH:31]=[CH:32][C:33]([C:34]([O:36][CH2:37][CH3:38])=[O:35])=[CH:39][CH:40]=4)[CH2:29][CH2:28]3)[CH:12]=[CH:13][C:14]2=[N:19][N:18]=1. The yield is 0.900. (2) The reactants are C(N[C@@H](CC1C=CC=CC=1)C(=O)CCC(N[C@H](C(O)=O)CC1C2C(=CC=CC=2)NC=1)=O)(=O)C1C=CC=CC=1.C[O:40][C:41](=[O:74])[C@H:42]([CH2:67][C:68]1[CH:73]=[CH:72][CH:71]=[CH:70][CH:69]=1)[NH:43][C:44](=[O:66])[CH2:45][CH2:46][C:47](=[O:65])[C@@H:48]([NH:56][C:57](=[O:64])[C:58]1[CH:63]=[CH:62][CH:61]=[CH:60][CH:59]=1)[CH2:49][C:50]1[CH:55]=[CH:54][CH:53]=[CH:52][CH:51]=1.[Li+].[OH-]. The catalyst is C1COCC1.CO. The product is [C:57]([NH:56][C@@H:48]([CH2:49][C:50]1[CH:51]=[CH:52][CH:53]=[CH:54][CH:55]=1)[C:47](=[O:65])[CH2:46][CH2:45][C:44]([NH:43][C@H:42]([C:41]([OH:74])=[O:40])[CH2:67][C:68]1[CH:69]=[CH:70][CH:71]=[CH:72][CH:73]=1)=[O:66])(=[O:64])[C:58]1[CH:59]=[CH:60][CH:61]=[CH:62][CH:63]=1. The yield is 0.970. (3) The reactants are FC(F)(F)S(O[C:7]1[C:8]([CH3:46])([CH3:45])[C@H:9]2[C@:22]([CH3:25])([CH2:23][CH:24]=1)[C@@H:21]1[C@:12]([CH3:44])([C@@:13]3([CH3:43])[C@H:18]([CH2:19][CH2:20]1)[C@H:17]1[C@H:26]([C:29]([CH3:31])=[CH2:30])[CH2:27][CH2:28][C@:16]1([NH:32][CH2:33][CH2:34][N:35]1[CH2:40][CH2:39][S:38](=[O:42])(=[O:41])[CH2:37][CH2:36]1)[CH2:15][CH2:14]3)[CH2:11][CH2:10]2)(=O)=O.[CH3:49][C:50]1([C:65]([O:67][CH2:68][CH3:69])=[O:66])[O:55][CH2:54][C:53](B2OC(C)(C)C(C)(C)O2)=[CH:52][O:51]1. No catalyst specified. The product is [O:42]=[S:38]1(=[O:41])[CH2:39][CH2:40][N:35]([CH2:34][CH2:33][NH:32][C@:16]23[CH2:28][CH2:27][C@@H:26]([C:29]([CH3:31])=[CH2:30])[C@@H:17]2[C@@H:18]2[C@@:13]([CH3:43])([CH2:14][CH2:15]3)[C@@:12]3([CH3:44])[C@@H:21]([C@:22]4([CH3:25])[C@@H:9]([CH2:10][CH2:11]3)[C:8]([CH3:45])([CH3:46])[C:7]([C:53]3[CH2:54][O:55][C:50]([CH3:49])([C:65]([O:67][CH2:68][CH3:69])=[O:66])[O:51][CH:52]=3)=[CH:24][CH2:23]4)[CH2:20][CH2:19]2)[CH2:36][CH2:37]1. The yield is 0.133. (4) The reactants are [NH2:1][CH2:2][C:3]1[CH:8]=[CH:7][C:6]([C:9]([NH:11][C:12]2[CH:17]=[CH:16][CH:15]=[CH:14][C:13]=2[C:18](=[O:27])[NH:19][C:20]2[CH:25]=[CH:24][C:23]([Cl:26])=[CH:22][N:21]=2)=[O:10])=[CH:5][CH:4]=1.I.CS[C:31]1[NH:32][CH2:33][CH2:34][N:35]=1.C(N(CC)CC)C. The catalyst is CN(C=O)C. The product is [Cl:26][C:23]1[CH:24]=[CH:25][C:20]([NH:19][C:18]([C:13]2[CH:14]=[CH:15][CH:16]=[CH:17][C:12]=2[NH:11][C:9]([C:6]2[CH:5]=[CH:4][C:3]([CH2:2][NH:1][C:31]3[NH:35][CH2:34][CH2:33][N:32]=3)=[CH:8][CH:7]=2)=[O:10])=[O:27])=[N:21][CH:22]=1. The yield is 0.150. (5) The reactants are [Cl:1][C:2]1[CH:7]=[CH:6][C:5]([N:8]=[C:9]=[O:10])=[CH:4][CH:3]=1.C(N(CC)CC)C.[NH2:18][C:19]1[S:34][C:22]2[CH2:23][N:24]([C:27]([O:29][C:30]([CH3:33])([CH3:32])[CH3:31])=[O:28])[CH2:25][CH2:26][C:21]=2[C:20]=1[C:35](=[O:37])[NH2:36]. The catalyst is C1COCC1.C(Cl)Cl. The product is [C:35]([C:20]1[C:21]2[CH2:26][CH2:25][N:24]([C:27]([O:29][C:30]([CH3:32])([CH3:31])[CH3:33])=[O:28])[CH2:23][C:22]=2[S:34][C:19]=1[NH:18][C:9]([NH:8][C:5]1[CH:6]=[CH:7][C:2]([Cl:1])=[CH:3][CH:4]=1)=[O:10])(=[O:37])[NH2:36]. The yield is 0.570. (6) The yield is 0.910. The catalyst is C(O)(=O)C. The product is [F:22][C:2]([F:1])([F:21])[CH2:3][N:4]1[C:9](=[O:10])[C:8]([OH:11])=[C:7]([C:13]2[CH:18]=[CH:17][C:16]([S:19][CH3:20])=[CH:15][CH:14]=2)[CH:6]=[N:5]1. The reactants are [F:1][C:2]([F:22])([F:21])[CH2:3][N:4]1[C:9](=[O:10])[C:8]([O:11]C)=[C:7]([C:13]2[CH:18]=[CH:17][C:16]([S:19][CH3:20])=[CH:15][CH:14]=2)[CH:6]=[N:5]1.Br.O.